This data is from Forward reaction prediction with 1.9M reactions from USPTO patents (1976-2016). The task is: Predict the product of the given reaction. (1) Given the reactants [CH3:1][C:2]1[C:7]2[C:8]([CH2:11]O)=[N:9][S:10][C:6]=2[CH:5]=[C:4]([CH3:13])[CH:3]=1.C1C=CC(P(C2C=CC=CC=2)C2C=CC=CC=2)=CC=1.C(Br)(Br)(Br)[Br:34], predict the reaction product. The product is: [Br:34][CH2:11][C:8]1[C:7]2[C:2]([CH3:1])=[CH:3][C:4]([CH3:13])=[CH:5][C:6]=2[S:10][N:9]=1. (2) Given the reactants [CH2:1]([N:3]([CH2:19][CH3:20])[CH2:4][CH2:5][N:6]1[CH2:11][CH2:10][C:9]2[NH:12][C:13]([CH:16]=O)=[C:14]([CH3:15])[C:8]=2[C:7]1=[O:18])[CH3:2].[F:21][C:22]1[CH:23]=[C:24]2[C:28](=[CH:29][C:30]=1[NH:31][CH:32]=[O:33])[NH:27][C:26](=[O:34])[CH2:25]2, predict the reaction product. The product is: [CH2:1]([N:3]([CH2:19][CH3:20])[CH2:4][CH2:5][N:6]1[CH2:11][CH2:10][C:9]2[NH:12][C:13]([CH:16]=[C:25]3[C:24]4[C:28](=[CH:29][C:30]([NH:31][CH:32]=[O:33])=[C:22]([F:21])[CH:23]=4)[NH:27][C:26]3=[O:34])=[C:14]([CH3:15])[C:8]=2[C:7]1=[O:18])[CH3:2]. (3) Given the reactants [CH2:1]([CH:5]1[CH2:9][CH2:8][CH2:7][NH:6]1)[CH:2]([CH3:4])[CH3:3].CC(C)CCN.[N:16]1[CH:17]=[CH:18][N:19]2[CH:24]=[CH:23][C:22]([CH2:25][NH:26][C:27]([C:29]3[S:33][C:32]([C:34]([O-])=[O:35])=[CH:31][CH:30]=3)=[O:28])=[CH:21][C:20]=12.[Li+].[N+](C1C=CC(C(O)=O)=CC=1)([O-])=O, predict the reaction product. The product is: [N:16]1[CH:17]=[CH:18][N:19]2[CH:24]=[CH:23][C:22]([CH2:25][NH:26][C:27]([C:29]3[S:33][C:32]([C:34]([N:6]4[CH2:7][CH2:8][CH2:9][CH:5]4[CH2:1][CH:2]([CH3:4])[CH3:3])=[O:35])=[CH:31][CH:30]=3)=[O:28])=[CH:21][C:20]=12. (4) Given the reactants [F:1][C:2]1[CH:3]=[C:4]2[C:9](=[CH:10][CH:11]=1)[C:8](=O)[NH:7][CH:6]=[C:5]2[C:13]([O:15][CH3:16])=[O:14].P(Cl)(Cl)([Cl:19])=O, predict the reaction product. The product is: [Cl:19][C:8]1[C:9]2[C:4](=[CH:3][C:2]([F:1])=[CH:11][CH:10]=2)[C:5]([C:13]([O:15][CH3:16])=[O:14])=[CH:6][N:7]=1. (5) Given the reactants I[C:2]1[C:10]2[C:5](=[CH:6][CH:7]=[CH:8][CH:9]=2)[NH:4][CH:3]=1.[C:11]([OH:16])#[C:12][CH2:13][C:14]#[CH:15], predict the reaction product. The product is: [NH:4]1[C:5]2[C:10](=[CH:9][CH:8]=[CH:7][CH:6]=2)[C:2]([C:15]#[C:14][CH2:13][CH2:12][CH2:11][OH:16])=[CH:3]1. (6) Given the reactants Br.[Br:2][CH2:3][CH2:4][NH2:5].[CH2:6]([CH2:10][C:11](=O)[CH3:12])[C:7]([CH3:9])=O.C([O-])(=O)C.[K+], predict the reaction product. The product is: [Br:2][CH2:3][CH2:4][N:5]1[C:11]([CH3:12])=[CH:10][CH:6]=[C:7]1[CH3:9]. (7) Given the reactants [OH:1][C:2]1[CH:3]=[C:4]([C:8]2[C:17]3[C:12](=[C:13]([C:18]([F:21])([F:20])[F:19])[CH:14]=[CH:15][CH:16]=3)[N:11]=[CH:10][C:9]=2[C:22]([C:24]2[CH:29]=[CH:28][CH:27]=[CH:26][CH:25]=2)=[O:23])[CH:5]=[CH:6][CH:7]=1.Br[CH2:31][C:32]1[CH:40]=[CH:39][C:35]2[O:36][CH2:37][O:38][C:34]=2[CH:33]=1, predict the reaction product. The product is: [O:36]1[C:35]2[CH:39]=[CH:40][C:32]([CH2:31][O:1][C:2]3[CH:3]=[C:4]([C:8]4[C:17]5[C:12](=[C:13]([C:18]([F:21])([F:19])[F:20])[CH:14]=[CH:15][CH:16]=5)[N:11]=[CH:10][C:9]=4[C:22]([C:24]4[CH:25]=[CH:26][CH:27]=[CH:28][CH:29]=4)=[O:23])[CH:5]=[CH:6][CH:7]=3)=[CH:33][C:34]=2[O:38][CH2:37]1.